Dataset: Catalyst prediction with 721,799 reactions and 888 catalyst types from USPTO. Task: Predict which catalyst facilitates the given reaction. (1) Reactant: [Cl:1][C:2]1[N:7]=[CH:6][C:5]([CH:8]([N:10]([C:20]2[CH:25]=[CH:24][C:23]([O:26][CH3:27])=[CH:22][C:21]=2[F:28])[C:11]([NH:13][C:14]2[CH:19]=[CH:18][CH:17]=[CH:16][CH:15]=2)=[O:12])[CH3:9])=[CH:4][N:3]=1.CC(C)([O-])C.[K+]. Product: [Cl:1][C:2]1[N:3]=[C:4]2[N:13]([C:14]3[CH:15]=[CH:16][CH:17]=[CH:18][CH:19]=3)[C:11](=[O:12])[N:10]([C:20]3[CH:25]=[CH:24][C:23]([O:26][CH3:27])=[CH:22][C:21]=3[F:28])[CH:8]([CH3:9])[C:5]2=[CH:6][N:7]=1. The catalyst class is: 7. (2) Reactant: [CH3:1][C:2](O)([CH3:28])[CH2:3][N:4]1[CH2:9][CH2:8][CH:7]([CH2:10][O:11][C:12]2[CH:17]=[CH:16][C:15]([C:18]3[CH:23]=[CH:22][C:21]([S:24]([CH3:27])(=[O:26])=[O:25])=[CH:20][CH:19]=3)=[CH:14][N:13]=2)[CH2:6][CH2:5]1.COCCN(S(F)(F)[F:40])CCOC. Product: [F:40][C:2]([CH3:28])([CH3:1])[CH2:3][N:4]1[CH2:9][CH2:8][CH:7]([CH2:10][O:11][C:12]2[CH:17]=[CH:16][C:15]([C:18]3[CH:23]=[CH:22][C:21]([S:24]([CH3:27])(=[O:26])=[O:25])=[CH:20][CH:19]=3)=[CH:14][N:13]=2)[CH2:6][CH2:5]1. The catalyst class is: 2.